Dataset: Forward reaction prediction with 1.9M reactions from USPTO patents (1976-2016). Task: Predict the product of the given reaction. (1) The product is: [Br:1][C:2]1[CH:3]=[C:4]([C:5](=[NH:6])[NH:17][OH:18])[CH:7]=[CH:8][C:9]=1[F:10]. Given the reactants [Br:1][C:2]1[CH:3]=[C:4]([CH:7]=[CH:8][C:9]=1[F:10])[C:5]#[N:6].C(=O)(O)[O-].[Na+].Cl.[NH2:17][OH:18], predict the reaction product. (2) Given the reactants [NH4+].[Cl-].[CH:3]1([N:6]2[CH2:15][CH2:14][C:13]3[C:8](=[CH:9][C:10]([N+:16]([O-])=O)=[CH:11][CH:12]=3)[CH2:7]2)[CH2:5][CH2:4]1, predict the reaction product. The product is: [CH:3]1([N:6]2[CH2:15][CH2:14][C:13]3[C:8](=[CH:9][C:10]([NH2:16])=[CH:11][CH:12]=3)[CH2:7]2)[CH2:4][CH2:5]1. (3) Given the reactants [Cl:1][C:2]1[CH:3]=[CH:4][C:5]2[N:11]3[C:12]([CH3:15])=[N:13][N:14]=[C:10]3[CH:9]([CH2:16][CH2:17][N:18]3[NH:22][N:21]=[C:20]([CH2:23][C:24]([O:26]CC)=[O:25])[NH:19]3)[O:8][CH:7]([C:29]3[CH:34]=[CH:33][CH:32]=[C:31]([O:35][CH3:36])[C:30]=3[O:37][CH3:38])[C:6]=2[CH:39]=1.C(=O)([O-])[O-].[K+].[K+].O1CCCC1.Cl, predict the reaction product. The product is: [Cl:1][C:2]1[CH:3]=[CH:4][C:5]2[N:11]3[C:12]([CH3:15])=[N:13][N:14]=[C:10]3[CH:9]([CH2:16][CH2:17][N:18]3[NH:22][N:21]=[C:20]([CH2:23][C:24]([OH:26])=[O:25])[NH:19]3)[O:8][CH:7]([C:29]3[CH:34]=[CH:33][CH:32]=[C:31]([O:35][CH3:36])[C:30]=3[O:37][CH3:38])[C:6]=2[CH:39]=1.